From a dataset of Forward reaction prediction with 1.9M reactions from USPTO patents (1976-2016). Predict the product of the given reaction. (1) Given the reactants [CH:1]1([C:4]([NH:6][C:7]2[N:8]=[C:9]3[CH:14]=[CH:13][C:12]([S:15][C:16]4[CH:24]=[CH:23][CH:22]=[CH:21][C:17]=4[C:18]([OH:20])=O)=[N:11][N:10]3[CH:25]=2)=[O:5])[CH2:3][CH2:2]1.[CH3:26][N:27]1[C:31]([NH2:32])=[CH:30][C:29]([CH3:33])=[N:28]1.F[P-](F)(F)(F)(F)F.N1(OC(N(C)C)=[N+](C)C)C2N=CC=CC=2N=N1.C(N(CC)C(C)C)(C)C, predict the reaction product. The product is: [CH:1]1([C:4]([NH:6][C:7]2[N:8]=[C:9]3[CH:14]=[CH:13][C:12]([S:15][C:16]4[CH:24]=[CH:23][CH:22]=[CH:21][C:17]=4[C:18]([NH:32][C:31]4[N:27]([CH3:26])[N:28]=[C:29]([CH3:33])[CH:30]=4)=[O:20])=[N:11][N:10]3[CH:25]=2)=[O:5])[CH2:2][CH2:3]1. (2) The product is: [Cl:27][C:4]1[C:5]2[S:10][C:9]3[CH:11]=[CH:12][CH:13]=[CH:14][C:8]=3[C:6]=2[N:7]=[C:2]([NH2:1])[N:3]=1. Given the reactants [NH2:1][C:2]1[NH:3][C:4](=O)[C:5]2[S:10][C:9]3[CH:11]=[CH:12][CH:13]=[CH:14][C:8]=3[C:6]=2[N:7]=1.CN(C)C1C=CC=CC=1.P(Cl)(Cl)([Cl:27])=O, predict the reaction product. (3) The product is: [CH3:7][CH2:8][C@@H:9]1[NH:52][C:50](=[O:51])[C@H:49]([C@H:53]([OH:60])[C@@H:54]([CH2:56]/[CH:57]=[CH:58]/[CH3:59])[CH3:55])[N:48]([CH3:61])[C:46](=[O:47])[C@@H:45]([CH:62]([CH3:63])[CH3:64])[N:44]([CH3:65])[C:42](=[O:43])[C@H:41]([CH2:66][CH:67]([CH3:68])[CH3:69])[N:40]([CH3:70])[C:38](=[O:39])[C@H:37]([CH2:71][CH:72]([CH3:74])[CH3:73])[N:36]([CH3:75])[C:34](=[O:35])[C@@H:33]([CH3:76])[NH:32][C:30](=[O:31])[C@H:29]([CH3:77])[NH:28][C:26](=[O:27])[C@H:25]([CH2:78][CH:79]([CH3:81])[CH3:80])[N:24]([CH3:82])[C:22](=[O:23])[C@H:21]([CH:83]([CH3:85])[CH3:84])[NH:20][C:18](=[O:19])[C@H:17]([CH2:86][CH:87]([CH3:89])[CH3:88])[N:16]([CH3:90])[C:14](=[O:15])[CH2:13][N:12]([CH3:91])[C:10]1=[O:11]. Given the reactants O1CCOCC1.[CH3:7][CH2:8][C@@H:9]1[NH:52][C:50](=[O:51])[C@H:49]([C@H:53]([OH:60])[C@@H:54]([CH2:56]/[CH:57]=[CH:58]/[CH3:59])[CH3:55])[N:48]([CH3:61])[C:46](=[O:47])[C@H:45]([CH:62]([CH3:64])[CH3:63])[N:44]([CH3:65])[C:42](=[O:43])[C@H:41]([CH2:66][CH:67]([CH3:69])[CH3:68])[N:40]([CH3:70])[C:38](=[O:39])[C@H:37]([CH2:71][CH:72]([CH3:74])[CH3:73])[N:36]([CH3:75])[C:34](=[O:35])[C@@H:33]([CH3:76])[NH:32][C:30](=[O:31])[C@H:29]([CH3:77])[NH:28][C:26](=[O:27])[C@H:25]([CH2:78][CH:79]([CH3:81])[CH3:80])[N:24]([CH3:82])[C:22](=[O:23])[C@H:21]([CH:83]([CH3:85])[CH3:84])[NH:20][C:18](=[O:19])[C@H:17]([CH2:86][CH:87]([CH3:89])[CH3:88])[N:16]([CH3:90])[C:14](=[O:15])[CH2:13][N:12]([CH3:91])[C:10]1=[O:11].CS(O)(=O)=O.[OH-].[Na+], predict the reaction product. (4) Given the reactants [NH2:1][C:2]1[C:11]([NH2:12])=[C:10]2[C:5]([C:6](=[O:23])[C:7]([C:16]3[CH:21]=[CH:20][C:19]([Cl:22])=[CH:18][CH:17]=3)=[C:8]([CH:13]([CH3:15])[CH3:14])[O:9]2)=[CH:4][CH:3]=1.Cl.[C:25](O)(=O)[CH3:26], predict the reaction product. The product is: [Cl:22][C:19]1[CH:18]=[CH:17][C:16]([C:7]2[C:6](=[O:23])[C:5]3[CH:4]=[CH:3][C:2]4[NH:1][C:25]([CH3:26])=[N:12][C:11]=4[C:10]=3[O:9][C:8]=2[CH:13]([CH3:14])[CH3:15])=[CH:21][CH:20]=1. (5) Given the reactants [CH3:1][C:2]1[O:6][N:5]=[C:4]([C:7]2[CH:12]=[CH:11][CH:10]=[CH:9][CH:8]=2)[C:3]=1[C:13](=O)[CH3:14].[CH3:16]OC(OC)N(C)C.[Na+].[Cl-].Cl.[NH2:27][C:28]([NH2:30])=[NH:29].C[O-].[Na+], predict the reaction product. The product is: [CH3:1][C:2]1[O:6][N:5]=[C:4]([C:7]2[CH:12]=[CH:11][CH:10]=[CH:9][CH:8]=2)[C:3]=1[C:13]1[CH:14]=[CH:16][N:27]=[C:28]([NH2:30])[N:29]=1. (6) Given the reactants COC1C=CC(C[O:8][C@@H:9]2[C@@H:17]([CH:18]=[CH2:19])[O:16][C@H:15]3[C@H:11]([N:12]=[C:13]([N:20]([CH3:22])[CH3:21])[S:14]3)[C@H:10]2[O:23]CC2C=CC(OC)=CC=2)=CC=1.C(O)(C(F)(F)F)=O.[NH4+].[OH-], predict the reaction product. The product is: [CH3:22][N:20]([CH3:21])[C:13]1[S:14][C@H:15]2[O:16][C@H:17]([CH:18]=[CH2:19])[C@@H:9]([OH:8])[C@H:10]([OH:23])[C@H:11]2[N:12]=1. (7) Given the reactants [OH:1][CH2:2][CH2:3][CH2:4][O:5][C:6]1[CH:11]=[CH:10][C:9]([CH2:12][C@H:13]([O:17][CH3:18])[C:14]([OH:16])=[O:15])=[CH:8][CH:7]=1.[F:19][C:20]([F:29])([F:28])[C:21]1[CH:26]=[CH:25][C:24](O)=[CH:23][CH:22]=1, predict the reaction product. The product is: [CH3:18][O:17][C@@H:13]([CH2:12][C:9]1[CH:10]=[CH:11][C:6]([O:5][CH2:4][CH2:3][CH2:2][O:1][C:24]2[CH:25]=[CH:26][C:21]([C:20]([F:29])([F:28])[F:19])=[CH:22][CH:23]=2)=[CH:7][CH:8]=1)[C:14]([OH:16])=[O:15]. (8) Given the reactants [N+:1]([C:4]1[CH:11]=[CH:10][CH:9]=[CH:8][C:5]=1[CH:6]=O)([O-:3])=[O:2].C([O-])([O-])=O.[K+].[K+].C([N:21]1[CH2:26][C:25](=[O:27])[N:24](C(=O)C)/[C:23](=[CH:31]\[C:32]2[CH:37]=[CH:36][CH:35]=[CH:34][CH:33]=2)/[C:22]1=[O:38])(=O)C.C(O)(=O)CC(CC(O)=O)(C(O)=O)O, predict the reaction product. The product is: [N+:1]([C:4]1[CH:11]=[CH:10][CH:9]=[CH:8][C:5]=1/[CH:6]=[C:26]1/[C:25](=[O:27])[NH:24]/[C:23](=[CH:31]\[C:32]2[CH:37]=[CH:36][CH:35]=[CH:34][CH:33]=2)/[C:22](=[O:38])[NH:21]/1)([O-:3])=[O:2].